Dataset: TCR-epitope binding with 47,182 pairs between 192 epitopes and 23,139 TCRs. Task: Binary Classification. Given a T-cell receptor sequence (or CDR3 region) and an epitope sequence, predict whether binding occurs between them. (1) The epitope is RTLNAWVKV. The TCR CDR3 sequence is CASSSGSPGSYGYTF. Result: 0 (the TCR does not bind to the epitope). (2) The epitope is MLNIPSINV. The TCR CDR3 sequence is CASRSPRAGETQYF. Result: 1 (the TCR binds to the epitope). (3) The epitope is KLNVGDYFV. The TCR CDR3 sequence is CASGPGGGYEQFF. Result: 0 (the TCR does not bind to the epitope). (4) The epitope is YFPLQSYGF. The TCR CDR3 sequence is CASSPSNEQYF. Result: 1 (the TCR binds to the epitope). (5) The epitope is VTIAEILLI. The TCR CDR3 sequence is CASSSGQEAFF. Result: 0 (the TCR does not bind to the epitope). (6) The epitope is ELAGIGILTV. The TCR CDR3 sequence is CASRNEQYF. Result: 1 (the TCR binds to the epitope).